Dataset: Forward reaction prediction with 1.9M reactions from USPTO patents (1976-2016). Task: Predict the product of the given reaction. (1) The product is: [NH2:27][S:24]([NH:28][C:11](=[O:12])[C:10]1[CH:14]=[CH:15][C:7]([O:6][C:5]2[CH:16]=[CH:17][C:2]([Cl:1])=[CH:3][C:4]=2[C:18]2[CH:23]=[CH:22][N:21]=[N:20][CH:19]=2)=[CH:8][CH:9]=1)(=[O:26])=[O:25]. Given the reactants [Cl:1][C:2]1[CH:17]=[CH:16][C:5]([O:6][C:7]2[CH:15]=[CH:14][C:10]([C:11](O)=[O:12])=[CH:9][CH:8]=2)=[C:4]([C:18]2[CH:23]=[CH:22][N:21]=[N:20][CH:19]=2)[CH:3]=1.[S:24]([NH2:28])([NH2:27])(=[O:26])=[O:25], predict the reaction product. (2) Given the reactants [F:1][C:2]([F:20])([F:19])[C:3]1[CH:8]=[CH:7][C:6]([NH:9][C:10]2[N:11]=[CH:12][C:13]([CH:16](O)[CH3:17])=[N:14][CH:15]=2)=[CH:5][CH:4]=1.C1C=CC(OP(OC2C=CC=CC=2)([N:30]=[N+:31]=[N-:32])=O)=CC=1.C1CCN2C(=NCCC2)CC1, predict the reaction product. The product is: [N:30]([CH:16]([C:13]1[N:14]=[CH:15][C:10]([NH:9][C:6]2[CH:7]=[CH:8][C:3]([C:2]([F:20])([F:19])[F:1])=[CH:4][CH:5]=2)=[N:11][CH:12]=1)[CH3:17])=[N+:31]=[N-:32].